From a dataset of Forward reaction prediction with 1.9M reactions from USPTO patents (1976-2016). Predict the product of the given reaction. (1) The product is: [Cl:1][C:2]1[CH:7]=[CH:6][CH:5]=[C:4]([Cl:8])[C:3]=1[NH:9][C:10]1[CH:11]=[C:12]([NH:21][C:22]2[CH:27]=[CH:26][C:25]([N:28]3[CH2:33][CH2:32][NH:31][CH2:30][CH2:29]3)=[CH:24][C:23]=2[O:41][CH3:42])[C:13]2[C:18](=[O:19])[NH:17][N:16]=[CH:15][C:14]=2[N:20]=1.[F:43][C:44]([F:49])([F:48])[C:45]([O-:47])=[O:46]. Given the reactants [Cl:1][C:2]1[CH:7]=[CH:6][CH:5]=[C:4]([Cl:8])[C:3]=1[NH:9][C:10]1[CH:11]=[C:12]([NH:21][C:22]2[CH:27]=[CH:26][C:25]([N:28]3[CH2:33][CH2:32][N:31](C(OC(C)(C)C)=O)[CH2:30][CH2:29]3)=[CH:24][C:23]=2[O:41][CH3:42])[C:13]2[C:18](=[O:19])[NH:17][N:16]=[CH:15][C:14]=2[N:20]=1.[F:43][C:44]([F:49])([F:48])[C:45]([OH:47])=[O:46], predict the reaction product. (2) The product is: [Cl:1][C:2]1[CH:3]=[C:4]([C:9]2([C:27]([F:30])([F:29])[F:28])[CH2:31][NH:32][C:11]([C:13]3[CH:25]=[CH:24][C:16]([C:17]([NH:19][CH:20]4[CH2:23][S:22][CH2:21]4)=[O:18])=[C:15]([CH3:26])[CH:14]=3)=[CH:10]2)[CH:5]=[C:6]([Cl:8])[CH:7]=1. Given the reactants [Cl:1][C:2]1[CH:3]=[C:4]([C:9]([CH2:31][N+:32]([O-])=O)([C:27]([F:30])([F:29])[F:28])[CH2:10][C:11]([C:13]2[CH:25]=[CH:24][C:16]([C:17]([NH:19][CH:20]3[CH2:23][S:22][CH2:21]3)=[O:18])=[C:15]([CH3:26])[CH:14]=2)=O)[CH:5]=[C:6]([Cl:8])[CH:7]=1.Cl, predict the reaction product. (3) Given the reactants [C:9](O[C:9]([O:11][C:12]([CH3:15])([CH3:14])[CH3:13])=[O:10])([O:11][C:12]([CH3:15])([CH3:14])[CH3:13])=[O:10].[NH2:16][C:17]1[S:18][CH:19]=[C:20]([CH2:22][C:23]([O:25][CH3:26])=[O:24])[N:21]=1, predict the reaction product. The product is: [C:12]([O:11][C:9]([NH:16][C:17]1[S:18][CH:19]=[C:20]([CH2:22][C:23]([O:25][CH3:26])=[O:24])[N:21]=1)=[O:10])([CH3:13])([CH3:14])[CH3:15]. (4) Given the reactants [N+:1]([C:4]1[CH:9]=[CH:8][C:7]([C:10]2[O:11][C:12]3[CH:17]=[CH:16][N:15]=[CH:14][C:13]=3[N:18]=2)=[CH:6][CH:5]=1)([O-])=O.[NH4+].[Cl-].C(OCC)(=O)C.CCN(CC)CC, predict the reaction product. The product is: [O:11]1[C:12]2[CH:17]=[CH:16][N:15]=[CH:14][C:13]=2[N:18]=[C:10]1[C:7]1[CH:6]=[CH:5][C:4]([NH2:1])=[CH:9][CH:8]=1. (5) Given the reactants O[C:2]([C:5]1[CH:10]=[CH:9][C:8]([C:11]2[NH:16][C:15](=[O:17])[C:14]3=[CH:18][CH:19]=[CH:20][N:13]3[N:12]=2)=[CH:7][CH:6]=1)([CH3:4])[CH3:3].[N-:21]=[N+:22]=[N-:23].[Na+].FC(F)(F)C(O)=O.N, predict the reaction product. The product is: [N:21]([C:2]([C:5]1[CH:10]=[CH:9][C:8]([C:11]2[NH:16][C:15](=[O:17])[C:14]3=[CH:18][CH:19]=[CH:20][N:13]3[N:12]=2)=[CH:7][CH:6]=1)([CH3:4])[CH3:3])=[N+:22]=[N-:23].